This data is from NCI-60 drug combinations with 297,098 pairs across 59 cell lines. The task is: Regression. Given two drug SMILES strings and cell line genomic features, predict the synergy score measuring deviation from expected non-interaction effect. (1) Drug 1: CCCS(=O)(=O)NC1=C(C(=C(C=C1)F)C(=O)C2=CNC3=C2C=C(C=N3)C4=CC=C(C=C4)Cl)F. Drug 2: C1=NC2=C(N1)C(=S)N=CN2. Cell line: A498. Synergy scores: CSS=5.96, Synergy_ZIP=-2.65, Synergy_Bliss=-0.396, Synergy_Loewe=-2.67, Synergy_HSA=-1.08. (2) Drug 1: CCN(CC)CCNC(=O)C1=C(NC(=C1C)C=C2C3=C(C=CC(=C3)F)NC2=O)C. Drug 2: C1CC(CCC1OC2=C(C(=CC=C2)Cl)F)(CC3=NC(=CC=C3)NC4=NC=CS4)C(=O)O. Cell line: SK-OV-3. Synergy scores: CSS=55.0, Synergy_ZIP=3.07, Synergy_Bliss=4.64, Synergy_Loewe=-0.0911, Synergy_HSA=6.99.